From a dataset of Full USPTO retrosynthesis dataset with 1.9M reactions from patents (1976-2016). Predict the reactants needed to synthesize the given product. (1) Given the product [CH3:7][O:8][CH2:9][C@H:10]([CH3:45])[O:11][C:12]1[CH:13]=[C:14]([C:29]2[NH:33][C:32]([C:34]3[N:35]=[CH:36][C:37]([CH2:38][OH:39])=[CH:43][CH:44]=3)=[CH:31][CH:30]=2)[CH:15]=[C:16]([O:18][C:19]2[CH:20]=[CH:21][C:22]([S:25]([CH3:28])(=[O:26])=[O:27])=[CH:23][CH:24]=2)[CH:17]=1, predict the reactants needed to synthesize it. The reactants are: [H-].[Al+3].[Li+].[H-].[H-].[H-].[CH3:7][O:8][CH2:9][C@H:10]([CH3:45])[O:11][C:12]1[CH:13]=[C:14]([C:29]2[NH:33][C:32]([C:34]3[CH:44]=[CH:43][C:37]([C:38](OCC)=[O:39])=[CH:36][N:35]=3)=[CH:31][CH:30]=2)[CH:15]=[C:16]([O:18][C:19]2[CH:24]=[CH:23][C:22]([S:25]([CH3:28])(=[O:27])=[O:26])=[CH:21][CH:20]=2)[CH:17]=1.O.[OH-].[Na+]. (2) Given the product [Br:1][C:2]1[CH:3]=[C:4]2[C:12](=[C:13]([C:15](=[O:17])[NH2:16])[CH:14]=1)[NH:11][C:10]1[CH:9]=[C:8]([C:18]([OH:20])=[O:19])[CH:7]=[CH:6][C:5]2=1, predict the reactants needed to synthesize it. The reactants are: [Br:1][C:2]1[CH:3]=[C:4]2[C:12](=[C:13]([C:15](=[O:17])[NH2:16])[CH:14]=1)[NH:11][C:10]1[CH:9]=[C:8]([C:18]([O:20]CC)=[O:19])[CH:7]=[CH:6][C:5]2=1.[OH-].[Li+]. (3) Given the product [NH2:8][CH2:9][CH2:10][CH:11]1[CH2:15][CH2:14][N:13]([C:16]2[CH:17]=[CH:18][N:19]3[C:24]([C:25]=2[O:26][CH3:27])=[C:23]([CH2:28][CH3:29])[CH:22]=[C:21]([C:30]([OH:32])=[O:31])[C:20]3=[O:33])[CH2:12]1, predict the reactants needed to synthesize it. The reactants are: C([NH:8][CH2:9][CH2:10][CH:11]1[CH2:15][CH2:14][N:13]([C:16]2[CH:17]=[CH:18][N:19]3[C:24]([C:25]=2[O:26][CH3:27])=[C:23]([CH2:28][CH3:29])[CH:22]=[C:21]([C:30]([OH:32])=[O:31])[C:20]3=[O:33])[CH2:12]1)(OC(C)(C)C)=O.I[Si](C)(C)C.C(O)C. (4) Given the product [CH3:37][N:38]([CH3:48])[C:39]1[CH:44]=[CH:43][C:42]([C:2]2[CH:3]=[C:4]3[C:8](=[C:9]([C:11]([NH2:13])=[O:12])[CH:10]=2)[NH:7][CH:6]=[C:5]3[CH:14]2[CH2:15][CH2:16][N:17]([S:20]([CH2:23][CH3:24])(=[O:22])=[O:21])[CH2:18][CH2:19]2)=[CH:41][CH:40]=1, predict the reactants needed to synthesize it. The reactants are: Br[C:2]1[CH:3]=[C:4]2[C:8](=[C:9]([C:11]([NH2:13])=[O:12])[CH:10]=1)[NH:7][CH:6]=[C:5]2[CH:14]1[CH2:19][CH2:18][N:17]([S:20]([CH2:23][CH3:24])(=[O:22])=[O:21])[CH2:16][CH2:15]1.O1CCOCC1.C(=O)([O-])[O-].[K+].[K+].[CH3:37][N:38]([CH3:48])[C:39]1[CH:44]=[CH:43][C:42](B(O)O)=[CH:41][CH:40]=1. (5) Given the product [Cl:1][C:2]1[C:3]([S:21]([NH2:22])(=[O:24])=[O:23])=[N:4][CH:5]=[C:6]([C:7]([N:36]2[CH2:35][CH2:34][C:33]([C:30]3[CH:29]=[CH:28][C:27]([F:26])=[CH:32][CH:31]=3)([O:39][CH3:40])[CH2:38][CH2:37]2)=[O:9])[C:10]=1[NH:11][C:12]1([C:15]2[CH:16]=[CH:17][CH:18]=[CH:19][CH:20]=2)[CH2:13][CH2:14]1, predict the reactants needed to synthesize it. The reactants are: [Cl:1][C:2]1[C:3]([S:21](=[O:24])(=[O:23])[NH2:22])=[N:4][CH:5]=[C:6]([C:10]=1[NH:11][C:12]1([C:15]2[CH:20]=[CH:19][CH:18]=[CH:17][CH:16]=2)[CH2:14][CH2:13]1)[C:7]([OH:9])=O.Cl.[F:26][C:27]1[CH:32]=[CH:31][C:30]([C:33]2([O:39][CH3:40])[CH2:38][CH2:37][NH:36][CH2:35][CH2:34]2)=[CH:29][CH:28]=1. (6) Given the product [CH3:1][O:2][C:3](=[O:17])[CH:4]([NH:16][C:38]([N:18]1[CH2:19][CH2:20][CH:21]([N:24]2[CH2:30][CH2:29][C:28]3[CH:31]=[CH:32][CH:33]=[CH:34][C:27]=3[NH:26][C:25]2=[O:35])[CH2:22][CH2:23]1)=[O:39])[CH2:5][C:6]1[CH:11]=[CH:10][C:9]([CH2:12][CH3:13])=[C:8]([CH2:14][CH3:15])[CH:7]=1, predict the reactants needed to synthesize it. The reactants are: [CH3:1][O:2][C:3](=[O:17])[CH:4]([NH2:16])[CH2:5][C:6]1[CH:11]=[CH:10][C:9]([CH2:12][CH3:13])=[C:8]([CH2:14][CH3:15])[CH:7]=1.[NH:18]1[CH2:23][CH2:22][CH:21]([N:24]2[CH2:30][CH2:29][C:28]3[CH:31]=[CH:32][CH:33]=[CH:34][C:27]=3[NH:26][C:25]2=[O:35])[CH2:20][CH2:19]1.C1C[O:39][CH2:38]C1.